Predict the reactants needed to synthesize the given product. From a dataset of Full USPTO retrosynthesis dataset with 1.9M reactions from patents (1976-2016). (1) Given the product [F:13][C:12]1[C:2]([NH:15][CH2:16][C:17]2[CH:22]=[CH:21][N:20]=[CH:19][CH:18]=2)=[C:3]([CH:9]=[C:10]([I:14])[CH:11]=1)[C:4]([N:6]([CH3:8])[CH3:7])=[O:5], predict the reactants needed to synthesize it. The reactants are: F[C:2]1[C:12]([F:13])=[CH:11][C:10]([I:14])=[CH:9][C:3]=1[C:4]([N:6]([CH3:8])[CH3:7])=[O:5].[NH2:15][CH2:16][C:17]1[CH:22]=[CH:21][N:20]=[CH:19][CH:18]=1.C(N(C(C)C)CC)(C)C. (2) The reactants are: Cl.[CH:2]1([CH2:5][O:6][C:7]2[CH:8]=[C:9]([C:17]3[C:18]([CH3:30])([CH3:29])[C:19](=[O:28])[N:20]([CH:22]4[CH2:27][CH2:26][NH:25][CH2:24][CH2:23]4)[N:21]=3)[CH:10]=[CH:11][C:12]=2[O:13][CH:14]([F:16])[F:15])[CH2:4][CH2:3]1.[CH2:31]([O:38][C:39]1[CH:40]=[CH:41][C:42]([CH3:48])=[C:43]([CH:47]=1)[C:44](O)=[O:45])[C:32]1[CH:37]=[CH:36][CH:35]=[CH:34][CH:33]=1. Given the product [CH2:31]([O:38][C:39]1[CH:40]=[CH:41][C:42]([CH3:48])=[C:43]([C:44]([N:25]2[CH2:26][CH2:27][CH:22]([N:20]3[C:19](=[O:28])[C:18]([CH3:30])([CH3:29])[C:17]([C:9]4[CH:10]=[CH:11][C:12]([O:13][CH:14]([F:15])[F:16])=[C:7]([O:6][CH2:5][CH:2]5[CH2:3][CH2:4]5)[CH:8]=4)=[N:21]3)[CH2:23][CH2:24]2)=[O:45])[CH:47]=1)[C:32]1[CH:33]=[CH:34][CH:35]=[CH:36][CH:37]=1, predict the reactants needed to synthesize it. (3) Given the product [ClH:37].[F:35][C:31]1[CH:32]=[C:33]2[C:28](=[C:29]([F:36])[CH:30]=1)[O:27][CH2:26][C@H:25]([N:20]1[C:19]([CH2:18][CH2:17][NH:9][OH:8])=[CH:23][NH:22][C:21]1=[S:24])[CH2:34]2, predict the reactants needed to synthesize it. The reactants are: C(OC([O:8][N:9]([CH2:17][CH2:18][C:19]1[N:20]([C@@H:25]2[CH2:34][C:33]3[C:28](=[C:29]([F:36])[CH:30]=[C:31]([F:35])[CH:32]=3)[O:27][CH2:26]2)[C:21](=[S:24])[NH:22][CH:23]=1)C(=O)OC(C)(C)C)=O)(C)(C)C.[ClH:37].O. (4) Given the product [CH2:1]([O:8][C:9]1[CH:10]=[CH:11][C:12]2[O:16][CH:15]=[CH:14][C:13]=2[C:17]=1[CH3:20])[C:2]1[CH:7]=[CH:6][CH:5]=[CH:4][CH:3]=1, predict the reactants needed to synthesize it. The reactants are: [CH2:1]([O:8][C:9]1[CH:10]=[CH:11][C:12]2[O:16][CH:15]=[CH:14][C:13]=2[C:17]=1Br)[C:2]1[CH:7]=[CH:6][CH:5]=[CH:4][CH:3]=1.[Li][CH2:20]CCC.[NH4+].[Cl-].O. (5) Given the product [C:18]([O:22][C:23]([N:25]1[CH2:30][CH2:29][N:28]([CH:2]([C:5]2[CH:10]=[CH:9][CH:8]=[CH:7][C:6]=2[Cl:11])[C:3]#[N:4])[CH2:27][CH2:26]1)=[O:24])([CH3:21])([CH3:19])[CH3:20], predict the reactants needed to synthesize it. The reactants are: Br[CH:2]([C:5]1[CH:10]=[CH:9][CH:8]=[CH:7][C:6]=1[Cl:11])[C:3]#[N:4].C([O-])([O-])=O.[K+].[K+].[C:18]([O:22][C:23]([N:25]1[CH2:30][CH2:29][NH:28][CH2:27][CH2:26]1)=[O:24])([CH3:21])([CH3:20])[CH3:19].